Dataset: Peptide-MHC class I binding affinity with 185,985 pairs from IEDB/IMGT. Task: Regression. Given a peptide amino acid sequence and an MHC pseudo amino acid sequence, predict their binding affinity value. This is MHC class I binding data. (1) The peptide sequence is RAIEAQQHL. The MHC is HLA-B57:01 with pseudo-sequence HLA-B57:01. The binding affinity (normalized) is 0.519. (2) The peptide sequence is AQNISFKSI. The MHC is HLA-A68:02 with pseudo-sequence HLA-A68:02. The binding affinity (normalized) is 0. (3) The peptide sequence is LSSSEPHCA. The MHC is HLA-A26:01 with pseudo-sequence HLA-A26:01. The binding affinity (normalized) is 0. (4) The peptide sequence is MIFISSFLL. The MHC is HLA-A68:02 with pseudo-sequence HLA-A68:02. The binding affinity (normalized) is 1.00. (5) The peptide sequence is AFHQLVQVI. The MHC is HLA-A02:19 with pseudo-sequence HLA-A02:19. The binding affinity (normalized) is 0.0847.